This data is from Full USPTO retrosynthesis dataset with 1.9M reactions from patents (1976-2016). The task is: Predict the reactants needed to synthesize the given product. (1) Given the product [Cl:1][C:2]1[CH:7]=[CH:6][C:5]([O:8][C:9]2[CH:14]=[CH:13][C:12]([CH2:15][CH2:16][S:41][C:38]3[NH:39][CH:40]=[C:35]([CH2:34][C:32]4[CH:31]=[N:30][CH:29]=[N:28][CH:33]=4)[C:36](=[O:42])[N:37]=3)=[CH:11][CH:10]=2)=[CH:4][C:3]=1[C:18]([F:21])([F:20])[F:19], predict the reactants needed to synthesize it. The reactants are: [Cl:1][C:2]1[CH:7]=[CH:6][C:5]([O:8][C:9]2[CH:14]=[CH:13][C:12]([CH2:15][CH2:16]I)=[CH:11][CH:10]=2)=[CH:4][C:3]=1[C:18]([F:21])([F:20])[F:19].C([O-])([O-])=O.[K+].[K+].[N:28]1[CH:33]=[C:32]([CH2:34][C:35]2[C:36](=[O:42])[NH:37][C:38](=[S:41])[NH:39][CH:40]=2)[CH:31]=[N:30][CH:29]=1. (2) Given the product [CH3:1][C:2]1[CH:3]=[N:4][N:5]([C:7]2[CH:8]=[CH:9][C:10]([NH2:19])=[C:11]([N:13]3[CH2:18][CH2:17][CH2:16][CH2:15][CH2:14]3)[CH:12]=2)[CH:6]=1, predict the reactants needed to synthesize it. The reactants are: [CH3:1][C:2]1[CH:3]=[N:4][N:5]([C:7]2[CH:8]=[CH:9][C:10]([N+:19]([O-])=O)=[C:11]([N:13]3[CH2:18][CH2:17][CH2:16][CH2:15][CH2:14]3)[CH:12]=2)[CH:6]=1. (3) Given the product [F:26][C:27]1[CH:28]=[CH:29][C:30]([N:33]2[CH2:38][CH2:37][N:36]([C:10]3[N:9]([C:5]4[CH:6]=[CH:7][CH:8]=[C:3]([C:2]([F:24])([F:1])[F:25])[CH:4]=4)[CH:18]([CH2:19][C:20]([O:22][CH3:23])=[O:21])[C:13]4[CH:14]=[N:15][CH:16]=[CH:17][C:12]=4[N:11]=3)[CH2:35][CH2:34]2)=[CH:31][CH:32]=1, predict the reactants needed to synthesize it. The reactants are: [F:1][C:2]([F:25])([F:24])[C:3]1[CH:4]=[C:5]([N:9]=[C:10]=[N:11][C:12]2[CH:17]=[CH:16][N:15]=[CH:14][C:13]=2/[CH:18]=[CH:19]/[C:20]([O:22][CH3:23])=[O:21])[CH:6]=[CH:7][CH:8]=1.[F:26][C:27]1[CH:32]=[CH:31][C:30]([N:33]2[CH2:38][CH2:37][NH:36][CH2:35][CH2:34]2)=[CH:29][CH:28]=1. (4) Given the product [NH2:5][C:27]1([C:6]#[N:7])[CH2:28][CH2:29][N:24]([S:21](/[CH:20]=[CH:19]/[C:11]2[C:10]([CH3:9])=[CH:15][C:14]([NH:16][CH3:17])=[CH:13][C:12]=2[CH3:18])(=[O:23])=[O:22])[CH2:25][CH2:26]1, predict the reactants needed to synthesize it. The reactants are: C([O-])(=O)C.[NH4+:5].[C-:6]#[N:7].[K+].[CH3:9][C:10]1[CH:15]=[C:14]([NH:16][CH3:17])[CH:13]=[C:12]([CH3:18])[C:11]=1/[CH:19]=[CH:20]/[S:21]([N:24]1[CH2:29][CH2:28][C:27](=O)[CH2:26][CH2:25]1)(=[O:23])=[O:22].C([O-])(O)=O.[Na+]. (5) Given the product [O:1]1[CH2:6][CH2:5][CH2:4][CH2:3][CH:2]1[N:7]1[C:11]2[CH:12]=[CH:13][C:14]([C:16](=[N:21][OH:22])[CH2:17][CH3:18])=[CH:15][C:10]=2[N:9]=[CH:8]1, predict the reactants needed to synthesize it. The reactants are: [O:1]1[CH2:6][CH2:5][CH2:4][CH2:3][CH:2]1[N:7]1[C:11]2[CH:12]=[CH:13][C:14]([C:16](=O)[CH2:17][CH3:18])=[CH:15][C:10]=2[N:9]=[CH:8]1.Cl.[NH2:21][OH:22].CC([O-])=O.[Na+]. (6) Given the product [F:43][CH2:42][CH2:41][N:21]([CH:22]1[CH2:23][CH2:24][O:25][CH2:26][CH2:27]1)[C:19]([CH:16]1[CH2:17][CH2:18][N:13]([C:8]2[CH:9]=[N:10][CH:11]=[CH:12][C:7]=2[N:5]2[CH:6]=[C:2]([CH3:1])[CH:3]=[N:4]2)[CH2:14][CH2:15]1)=[O:20], predict the reactants needed to synthesize it. The reactants are: [CH3:1][C:2]1[CH:3]=[N:4][N:5]([C:7]2[CH:12]=[CH:11][N:10]=[CH:9][C:8]=2[N:13]2[CH2:18][CH2:17][CH:16]([C:19]([NH:21][CH:22]3[CH2:27][CH2:26][O:25][CH2:24][CH2:23]3)=[O:20])[CH2:15][CH2:14]2)[CH:6]=1.[H-].[Na+].CC1C=CC(S(O[CH2:41][CH2:42][F:43])(=O)=O)=CC=1.[Cl-].[NH4+].